Dataset: Forward reaction prediction with 1.9M reactions from USPTO patents (1976-2016). Task: Predict the product of the given reaction. (1) Given the reactants [Cl:1][C:2]1[C:7]2[N:8]=[C:9]([CH2:12][O:13][CH2:14][CH3:15])[N:10]([NH2:11])[C:6]=2[C:5]([CH3:16])=[C:4]([CH3:17])[N:3]=1.[C:18]1(=O)[CH2:23][CH2:22][CH2:21][CH2:20][CH2:19]1.C1(C)C=CC(S([O-])(=O)=O)=CC=1.[NH+]1C=CC=CC=1, predict the reaction product. The product is: [Cl:1][C:2]1[C:7]2[N:8]=[C:9]([CH2:12][O:13][CH2:14][CH3:15])[N:10]([N:11]=[C:18]3[CH2:23][CH2:22][CH2:21][CH2:20][CH2:19]3)[C:6]=2[C:5]([CH3:16])=[C:4]([CH3:17])[N:3]=1. (2) Given the reactants [CH3:1][O:2][C:3]1[N:8]=[N:7][C:6]([N:9]2[C:13]([C:14]3[CH:19]=[CH:18][CH:17]=[CH:16][N:15]=3)=[CH:12][C:11]([C:20]([O:22]C)=[O:21])=[N:10]2)=[CH:5][CH:4]=1.[OH-].[Na+].Cl.C(Cl)(Cl)Cl, predict the reaction product. The product is: [CH3:1][O:2][C:3]1[N:8]=[N:7][C:6]([N:9]2[C:13]([C:14]3[CH:19]=[CH:18][CH:17]=[CH:16][N:15]=3)=[CH:12][C:11]([C:20]([OH:22])=[O:21])=[N:10]2)=[CH:5][CH:4]=1. (3) Given the reactants N1C=CC=CC=1.[S:7]1[CH2:12][CH2:11][CH:10]([CH2:13][OH:14])[CH2:9][CH2:8]1.[S:15](Cl)([C:18]1[CH:24]=[CH:23][C:21]([CH3:22])=[CH:20][CH:19]=1)(=[O:17])=[O:16], predict the reaction product. The product is: [CH3:22][C:21]1[CH:23]=[CH:24][C:18]([S:15]([O:14][CH2:13][CH:10]2[CH2:11][CH2:12][S:7][CH2:8][CH2:9]2)(=[O:17])=[O:16])=[CH:19][CH:20]=1. (4) Given the reactants [C:1]([SiH2:5][O:6][C:7]([CH3:13])([CH3:12])[C:8](=[CH2:11])[CH:9]=O)([CH3:4])([CH3:3])[CH3:2].ClC1C=[C:17](C=CC=1)[CH:18]=[O:19].[CH3:23][Si:24]([CH3:31])([CH3:30])N[Si:24]([CH3:31])([CH3:30])[CH3:23].C([Li])CCC.C[Si](Cl)(C)C.C([N:44](CC)CC)C.C(Cl)(=O)C, predict the reaction product. The product is: [C:1]([SiH2:5][O:6][C:7]([CH3:13])([CH3:12])[C:8]([CH:9]=[N:44][C:18]([O:17][Si:24]([CH3:31])([CH3:30])[CH3:23])=[CH2:19])=[CH2:11])([CH3:4])([CH3:3])[CH3:2]. (5) Given the reactants [CH3:1][N:2]1[C:6]([S:7][C:8]2[C:17](=[O:18])[C:16]3[C:11](=[CH:12][CH:13]=[CH:14][CH:15]=3)/[C:10](=[N:19]/[S:20]([C:23]3[CH:28]=[CH:27][C:26]([C:29]4[CH:34]=[CH:33][CH:32]=[CH:31][CH:30]=4)=[CH:25][CH:24]=3)(=[O:22])=[O:21])/[CH:9]=2)=[N:5][N:4]=[N:3]1.[Cl:35][C:36]1[CH:37]=[C:38]([S:43](/[N:46]=[C:47]2\[CH:48]=[C:49](Cl)[C:50](=[O:57])[C:51]3[C:56]\2=[CH:55][CH:54]=[CH:53][CH:52]=3)(=[O:45])=[O:44])[CH:39]=[CH:40][C:41]=1[Cl:42].SC1N=CNN=1, predict the reaction product. The product is: [NH:4]1[CH:1]=[N:2][C:6]([S:7][C:49]2[C:50](=[O:57])[C:51]3[C:56](=[CH:55][CH:54]=[CH:53][CH:52]=3)/[C:47](=[N:46]/[S:43]([C:38]3[CH:39]=[CH:40][C:41]([Cl:42])=[C:36]([Cl:35])[CH:37]=3)(=[O:45])=[O:44])/[CH:48]=2)=[N:5]1.[CH3:1][N:2]1[C:6]([S:7][C:8]2[C:17](=[O:18])[C:16]3[C:11](=[CH:12][CH:13]=[CH:14][CH:15]=3)/[C:10](=[N:19]/[S:20]([C:23]3[CH:28]=[CH:27][C:26]([C:29]4[CH:34]=[CH:33][CH:32]=[CH:31][CH:30]=4)=[CH:25][CH:24]=3)(=[O:21])=[O:22])/[CH:9]=2)=[N:5][N:4]=[N:3]1. (6) Given the reactants [C:1]([O:5][C:6]([N:8]1[CH2:13][CH2:12][CH:11]([NH:14][C:15](=[O:19])[C:16]([CH3:18])=[CH2:17])[CH2:10][CH2:9]1)=[O:7])([CH3:4])([CH3:3])[CH3:2].CN(CCN(C)C)C.[Li]CCCC.[CH:33](=[O:40])[C:34]1[CH:39]=[CH:38][CH:37]=[CH:36][CH:35]=1, predict the reaction product. The product is: [C:1]([O:5][C:6]([N:8]1[CH2:13][CH2:12][CH:11]([NH:14][C:15](=[O:19])[C:16](=[CH2:18])[CH2:17][CH:33]([OH:40])[C:34]2[CH:39]=[CH:38][CH:37]=[CH:36][CH:35]=2)[CH2:10][CH2:9]1)=[O:7])([CH3:4])([CH3:3])[CH3:2]. (7) Given the reactants [Cl:1][C:2]1[C:3]([NH:18][C:19]2[CH:23]=[C:22](OC)[NH:21][N:20]=2)=[N:4][C:5]([NH:8][C@H:9]([C:11]2[N:16]=[CH:15][C:14]([F:17])=[CH:13][N:12]=2)[CH3:10])=[N:6][CH:7]=1.ClC1N=C(NC2C=C([CH:39]3[CH2:41][CH2:40]3)NN=2)C(Cl)=CN=1.CCN(C(C)C)C(C)C, predict the reaction product. The product is: [Cl:1][C:2]1[C:3]([NH:18][C:19]2[CH:23]=[C:22]([CH:39]3[CH2:41][CH2:40]3)[NH:21][N:20]=2)=[N:4][C:5]([NH:8][C@H:9]([C:11]2[N:16]=[CH:15][C:14]([F:17])=[CH:13][N:12]=2)[CH3:10])=[N:6][CH:7]=1.